This data is from Full USPTO retrosynthesis dataset with 1.9M reactions from patents (1976-2016). The task is: Predict the reactants needed to synthesize the given product. (1) Given the product [CH2:14]([N:4]1[C:5](=[O:13])[C:6]2[N:7]=[CH:8][CH:9]=[CH:10][C:11]=2[C:2]([CH3:3])=[CH:1]1)[C:15]1[CH:20]=[CH:19][CH:18]=[CH:17][CH:16]=1, predict the reactants needed to synthesize it. The reactants are: [CH2:1]([N:4]([CH2:14][C:15]1[CH:20]=[CH:19][CH:18]=[CH:17][CH:16]=1)[C:5](=[O:13])[C:6]1[C:11](Br)=[CH:10][CH:9]=[CH:8][N:7]=1)[CH:2]=[CH2:3].C(N(CC)CC)C.CN(C=O)C. (2) Given the product [CH3:1][C:2]1([CH3:7])[CH2:5][O:6][S:8](=[O:9])[O:4][CH2:3]1, predict the reactants needed to synthesize it. The reactants are: [CH3:1][C:2]([CH3:7])([CH2:5][OH:6])[CH2:3][OH:4].[S:8](Cl)(Cl)=[O:9].O. (3) Given the product [F:1][C:2]1[CH:3]=[C:4]([CH:14]([NH:16][C:17]([C:19]2[N:20]=[C:21]([O:33][C:30]3[CH:31]=[CH:32][C:27]([C:26]([F:25])([F:34])[F:35])=[CH:28][CH:29]=3)[O:22][CH:23]=2)=[O:18])[CH3:15])[CH:5]=[C:6]([F:13])[C:7]=1[NH:8][S:9]([CH3:12])(=[O:11])=[O:10], predict the reactants needed to synthesize it. The reactants are: [F:1][C:2]1[CH:3]=[C:4]([CH:14]([NH:16][C:17]([C:19]2[N:20]=[C:21](Cl)[O:22][CH:23]=2)=[O:18])[CH3:15])[CH:5]=[C:6]([F:13])[C:7]=1[NH:8][S:9]([CH3:12])(=[O:11])=[O:10].[F:25][C:26]([F:35])([F:34])[C:27]1[CH:32]=[CH:31][C:30]([OH:33])=[CH:29][CH:28]=1. (4) Given the product [N+:12]([C:11]1[C:7]([C:4]2[CH:3]=[N:2][NH:16][CH:5]=2)=[N:8][NH:9][CH:10]=1)([O-:14])=[O:13], predict the reactants needed to synthesize it. The reactants are: C[N:2](C)[CH:3]=[C:4]([C:7]1[C:11]([N+:12]([O-:14])=[O:13])=[CH:10][NH:9][N:8]=1)[CH:5]=O.[NH2:16]N.O. (5) Given the product [CH3:1][O:2][C:3]([C:5]1[CH:10]=[CH:9][C:8]([CH:11]2[CH2:15][CH2:14][CH2:13][O:12]2)=[C:7]([C:22]2[CH:21]=[CH:20][CH:19]=[C:18]([Cl:17])[CH:23]=2)[N:6]=1)=[O:4], predict the reactants needed to synthesize it. The reactants are: [CH3:1][O:2][C:3]([C:5]1[CH:10]=[CH:9][C:8]([CH:11]2[CH2:15][CH2:14][CH2:13][O:12]2)=[C:7](Br)[N:6]=1)=[O:4].[Cl:17][C:18]1[CH:19]=[C:20](B(O)O)[CH:21]=[CH:22][CH:23]=1.C(=O)([O-])[O-].[Cs+].[Cs+]. (6) Given the product [I:1][C:2]1[CH:3]=[C:4]([CH:8]=[CH:9][CH:10]=1)[C:5]([O:7][CH2:17][C:18]1[CH:23]=[CH:22][CH:21]=[CH:20][CH:19]=1)=[O:6], predict the reactants needed to synthesize it. The reactants are: [I:1][C:2]1[CH:3]=[C:4]([CH:8]=[CH:9][CH:10]=1)[C:5]([OH:7])=[O:6].C(=O)([O-])[O-].[K+].[K+].[CH2:17](Br)[C:18]1[CH:23]=[CH:22][CH:21]=[CH:20][CH:19]=1.Cl. (7) Given the product [Cl:1][C:2]1[CH:3]=[C:4]2[C:8](=[CH:9][CH:10]=1)[NH:7][C:6]([C:11]([NH:15][CH:16]1[CH2:25][C:24]3[C:19](=[CH:20][CH:21]=[CH:22][CH:23]=3)[NH:18][C:17]1=[O:26])=[O:13])=[CH:5]2, predict the reactants needed to synthesize it. The reactants are: [Cl:1][C:2]1[CH:3]=[C:4]2[C:8](=[CH:9][CH:10]=1)[NH:7][C:6]([C:11]([OH:13])=O)=[CH:5]2.Cl.[NH2:15][CH:16]1[CH2:25][C:24]2[C:19](=[CH:20][CH:21]=[CH:22][CH:23]=2)[NH:18][C:17]1=[O:26].CCN=C=NCCCN(C)C.C1C=CC2N(O)N=NC=2C=1.